Dataset: Reaction yield outcomes from USPTO patents with 853,638 reactions. Task: Predict the reaction yield, written as a fraction of the theoretical maximum amount of product (1.0 means a 100% yield; for example, 0.34 means a 34% yield). The reactants are [Cl-].[Li+].C([Mg]Br)C.C(Br)[CH2:8][C@H:9]([CH2:11][CH2:12][CH:13]=[C:14](C)C)[CH3:10].CC(=CCC[C@H](C)CCCC)C.C[C:31]([CH3:33])=[O:32].[OH:34]S(O)(=O)=O.O=[Cr](=O)=O. The catalyst is C1COCC1.CC(C)=O.[Cu]Cl. The product is [CH3:8][C@H:9]([CH2:11][CH2:12][CH2:13][CH3:14])[CH2:10][CH2:33][C:31]([OH:34])=[O:32]. The yield is 0.590.